From a dataset of Forward reaction prediction with 1.9M reactions from USPTO patents (1976-2016). Predict the product of the given reaction. (1) Given the reactants C(OC(=O)[NH:7][C@H:8]([CH2:29][C:30]1[CH:35]=[C:34]([F:36])[C:33]([F:37])=[CH:32][C:31]=1[F:38])[CH2:9][C:10]([N:12]1[CH2:17][CH2:16][N:15]2[C:18]([C:25]([F:28])([F:27])[F:26])=[N:19][C:20]([C:21](=[O:24])[NH:22][CH3:23])=[C:14]2[CH2:13]1)=[O:11])(C)(C)C.[ClH:40], predict the reaction product. The product is: [ClH:40].[CH3:23][NH:22][C:21]([C:20]1[N:19]=[C:18]([C:25]([F:28])([F:26])[F:27])[N:15]2[CH2:16][CH2:17][N:12]([C:10](=[O:11])[CH2:9][C@H:8]([NH2:7])[CH2:29][C:30]3[CH:35]=[C:34]([F:36])[C:33]([F:37])=[CH:32][C:31]=3[F:38])[CH2:13][C:14]=12)=[O:24]. (2) Given the reactants [F:1][C:2]1[CH:7]=[CH:6][CH:5]=[CH:4][C:3]=1[C:8]1[N:16]=[C:11]2[CH:12]=[N:13][NH:14][CH:15]=[C:10]2[N:9]=1.Cl[CH2:18][C:19]1[N:23]=[C:22]([C:24]2[CH:29]=[CH:28][C:27]([O:30][CH3:31])=[CH:26][CH:25]=2)[O:21][N:20]=1, predict the reaction product. The product is: [F:1][C:2]1[CH:7]=[CH:6][CH:5]=[CH:4][C:3]=1[C:8]1[N:16]=[C:11]2[CH:12]=[N:13][N:14]([CH2:18][C:19]3[N:23]=[C:22]([C:24]4[CH:29]=[CH:28][C:27]([O:30][CH3:31])=[CH:26][CH:25]=4)[O:21][N:20]=3)[CH:15]=[C:10]2[N:9]=1. (3) Given the reactants [F:1][C:2]([F:35])([CH3:34])[C:3]([NH:5][C@@H:6]([CH3:33])[C@H:7]([O:14][C:15]1[CH:16]=[C:17]2[C:21](=[CH:22][CH:23]=1)[N:20]([C:24]1[CH:25]=[C:26]([CH:30]=[CH:31][CH:32]=1)[C:27]([NH2:29])=[O:28])[N:19]=[CH:18]2)[C:8]1[CH:13]=[CH:12][CH:11]=[CH:10][CH:9]=1)=[O:4].[S:36]1(=[O:43])(=[O:42])[CH2:40][CH2:39][CH:38](N)[CH2:37]1, predict the reaction product. The product is: [F:35][C:2]([F:1])([CH3:34])[C:3]([NH:5][C@@H:6]([CH3:33])[C@H:7]([O:14][C:15]1[CH:16]=[C:17]2[C:21](=[CH:22][CH:23]=1)[N:20]([C:24]1[CH:25]=[C:26]([CH:30]=[CH:31][CH:32]=1)[C:27]([NH:29][CH:38]1[CH2:39][CH2:40][S:36](=[O:43])(=[O:42])[CH2:37]1)=[O:28])[N:19]=[CH:18]2)[C:8]1[CH:9]=[CH:10][CH:11]=[CH:12][CH:13]=1)=[O:4]. (4) Given the reactants [CH3:1][N+:2]1([CH3:26])[C@@H:7]2[C@@H:8]3[O:10][C@@H:9]3[C@H:3]1[CH2:4][C@@H:5]([O:11][C:12]([C:14]([OH:25])([C:20]1[S:24][CH:23]=[CH:22][CH:21]=1)[C:15]1[S:19][CH:18]=[CH:17][CH:16]=1)=[O:13])[CH2:6]2.O.[Br-], predict the reaction product. The product is: [CH3:1][N+:2]1([CH3:26])[C@@H:3]2[C@@H:9]3[O:10][C@@H:8]3[C@H:7]1[CH2:6][C@@H:5]([O:11][C:12]([C:14]([OH:25])([C:15]1[S:19][CH:18]=[CH:17][CH:16]=1)[C:20]1[S:24][CH:23]=[CH:22][CH:21]=1)=[O:13])[CH2:4]2.[C:12]([O-:11])(=[O:13])[C:14]1[CH:15]=[CH:23][CH:22]=[CH:21][CH:20]=1. (5) The product is: [NH2:24][C:19]1[CH:20]=[CH:21][CH:22]=[CH:23][C:18]=1[O:17][C:12]1[CH:13]=[CH:14][C:15]2[C:16]3[N:4]([CH2:3][CH:2]([CH3:31])[CH3:1])[C:5]([CH2:28][CH2:29][CH3:30])=[N:6][C:7]=3[C:8]([NH2:27])=[N:9][C:10]=2[CH:11]=1. Given the reactants [CH3:1][CH:2]([CH3:31])[CH2:3][N:4]1[C:16]2[C:15]3[CH:14]=[CH:13][C:12]([O:17][C:18]4[CH:23]=[CH:22][CH:21]=[CH:20][C:19]=4[N+:24]([O-])=O)=[CH:11][C:10]=3[N:9]=[C:8]([NH2:27])[C:7]=2[N:6]=[C:5]1[CH2:28][CH2:29][CH3:30].CC(C)CN1C2C3C=CC(OC4C=CC([N+]([O-])=O)=CC=4)=CC=3N=C(N)C=2N=C1CCC, predict the reaction product. (6) Given the reactants [O:1]=[C:2]1[N:10]2[C:11]([CH2:14][CH2:15][C:16]([OH:18])=[O:17])=[N:12][N:13]=[C:9]2[N:8]([CH2:19][CH2:20][CH2:21][CH2:22][CH3:23])[C:7]2[N:6]=[CH:5][NH:4][C:3]1=2.C1C(=O)N([Br:31])C(=O)C1, predict the reaction product. The product is: [Br:31][C:5]1[NH:4][C:3]2[C:2](=[O:1])[N:10]3[C:11]([CH2:14][CH2:15][C:16]([OH:18])=[O:17])=[N:12][N:13]=[C:9]3[N:8]([CH2:19][CH2:20][CH2:21][CH2:22][CH3:23])[C:7]=2[N:6]=1.